From a dataset of Full USPTO retrosynthesis dataset with 1.9M reactions from patents (1976-2016). Predict the reactants needed to synthesize the given product. (1) Given the product [F:12][C:13]1[C:18]([CH2:19][NH:1][C:2]2[CH:10]=[C:6]([C:7]([OH:9])=[O:8])[C:5]([OH:11])=[CH:4][CH:3]=2)=[C:17]([F:21])[C:16]([F:22])=[C:15]([F:23])[C:14]=1[F:24], predict the reactants needed to synthesize it. The reactants are: [NH2:1][C:2]1[CH:10]=[C:6]([C:7]([OH:9])=[O:8])[C:5]([OH:11])=[CH:4][CH:3]=1.[F:12][C:13]1[C:18]([CH2:19]Br)=[C:17]([F:21])[C:16]([F:22])=[C:15]([F:23])[C:14]=1[F:24]. (2) Given the product [CH3:5][C:2]([C:6]1[CH:11]=[CH:10][C:9]([N+:12]([O-:14])=[O:13])=[CH:8][CH:7]=1)([CH3:1])[CH2:3][NH2:4], predict the reactants needed to synthesize it. The reactants are: [CH3:1][C:2]([C:6]1[CH:11]=[CH:10][C:9]([N+:12]([O-:14])=[O:13])=[CH:8][CH:7]=1)([CH3:5])[C:3]#[N:4].Cl.[OH-].[Na+]. (3) Given the product [CH2:12]([C:4]1[S:3][C:2]2[N:1]=[CH:15][N:17]=[C:7]([OH:8])[C:6]=2[CH:5]=1)[CH2:13][CH3:14], predict the reactants needed to synthesize it. The reactants are: [NH2:1][C:2]1[S:3][C:4]([CH2:12][CH2:13][CH3:14])=[CH:5][C:6]=1[C:7](OCC)=[O:8].[CH:15]([NH2:17])=O. (4) Given the product [Cl:30][C:16]1[C:17]([NH:22][S:23]([CH2:26][CH2:27][CH2:28][F:29])(=[O:25])=[O:24])=[CH:18][CH:19]=[C:20]([Cl:21])[C:15]=1[NH:14][C:12]([C:7]1[CH:8]=[CH:9][CH:10]=[C:11]2[C:6]=1[N:5]=[CH:4][N:3]=[C:2]2[CH3:31])=[O:13], predict the reactants needed to synthesize it. The reactants are: Cl[C:2]1[C:11]2[C:6](=[C:7]([C:12]([NH:14][C:15]3[C:20]([Cl:21])=[CH:19][CH:18]=[C:17]([NH:22][S:23]([CH2:26][CH2:27][CH2:28][F:29])(=[O:25])=[O:24])[C:16]=3[Cl:30])=[O:13])[CH:8]=[CH:9][CH:10]=2)[N:5]=[CH:4][N:3]=1.[CH3:31][Al](C)C. (5) Given the product [F:7][C:8]1[CH:13]=[CH:12][CH:11]=[C:10]([N+:14]([O-:16])=[O:15])[C:9]=1[C:17]([OH:2])=[O:18], predict the reactants needed to synthesize it. The reactants are: [Mn]([O-])(=O)(=O)=[O:2].[K+].[F:7][C:8]1[CH:13]=[CH:12][CH:11]=[C:10]([N+:14]([O-:16])=[O:15])[C:9]=1[CH3:17].[OH2:18]. (6) Given the product [CH:1]([N:14]1[CH2:17][C:16]([O:18][S:29]([CH3:28])(=[O:31])=[O:30])([CH2:19][CH3:20])[CH2:15]1)([C:8]1[CH:13]=[CH:12][CH:11]=[CH:10][CH:9]=1)[C:2]1[CH:3]=[CH:4][CH:5]=[CH:6][CH:7]=1, predict the reactants needed to synthesize it. The reactants are: [CH:1]([N:14]1[CH2:17][C:16]([CH2:19][CH3:20])([OH:18])[CH2:15]1)([C:8]1[CH:13]=[CH:12][CH:11]=[CH:10][CH:9]=1)[C:2]1[CH:7]=[CH:6][CH:5]=[CH:4][CH:3]=1.C(N(CC)CC)C.[CH3:28][S:29](Cl)(=[O:31])=[O:30].